Dataset: Catalyst prediction with 721,799 reactions and 888 catalyst types from USPTO. Task: Predict which catalyst facilitates the given reaction. (1) Product: [CH:12]1([C:10]([C:15]2[C:23]3[C:18](=[C:19]([NH:24][S:25]([CH3:28])(=[O:27])=[O:26])[CH:20]=[CH:21][CH:22]=3)[NH:17][CH:16]=2)([C:8]2[O:9][C:5]3[C:4]([F:30])=[CH:3][CH:2]=[CH:29][C:6]=3[CH:7]=2)[CH3:11])[CH2:14][CH2:13]1. Reactant: Cl[C:2]1[CH:3]=[C:4]([F:30])[C:5]2[O:9][C:8]([C:10]([C:15]3[C:23]4[C:18](=[C:19]([NH:24][S:25]([CH3:28])(=[O:27])=[O:26])[CH:20]=[CH:21][CH:22]=4)[NH:17][CH:16]=3)([CH:12]3[CH2:14][CH2:13]3)[CH3:11])=[CH:7][C:6]=2[CH:29]=1.C(N(CC)CC)C.C(O)C. The catalyst class is: 123. (2) Reactant: [CH3:1][C:2]1([CH3:14])[C:10]2[C:5](=[CH:6][C:7]([N+:11]([O-:13])=[O:12])=[CH:8][CH:9]=2)[NH:4][CH2:3]1.[C:15](Cl)(=[O:17])[CH3:16]. Product: [CH3:1][C:2]1([CH3:14])[C:10]2[C:5](=[CH:6][C:7]([N+:11]([O-:13])=[O:12])=[CH:8][CH:9]=2)[N:4]([C:15](=[O:17])[CH3:16])[CH2:3]1. The catalyst class is: 624. (3) Product: [CH2:6]([N:13]1[CH2:18][CH2:17][CH:16]([NH:23][CH3:22])[C:15]([CH3:21])([CH3:20])[CH2:14]1)[C:7]1[CH:12]=[CH:11][CH:10]=[CH:9][CH:8]=1. Reactant: [OH-].[K+].Cl.CN.[CH2:6]([N:13]1[CH2:18][CH2:17][C:16](=O)[C:15]([CH3:21])([CH3:20])[CH2:14]1)[C:7]1[CH:12]=[CH:11][CH:10]=[CH:9][CH:8]=1.[C:22]([BH3-])#[N:23].[Na+]. The catalyst class is: 5. (4) Reactant: [F:1][C:2]1[CH:7]=[CH:6][CH:5]=[CH:4][C:3]=1[N+:8]([O-:10])=[O:9].Cl[S:12]([OH:15])(=O)=[O:13].[NH4+:16].[OH-].Cl. Product: [F:1][C:2]1[CH:7]=[CH:6][C:5]([S:12]([NH2:16])(=[O:15])=[O:13])=[CH:4][C:3]=1[N+:8]([O-:10])=[O:9]. The catalyst class is: 41. (5) Reactant: [CH2:1]([NH:8][C:9]1[CH:14]=[C:13]([N:15]([CH2:28][C:29]2[CH:34]=[CH:33][C:32]([O:35][CH3:36])=[CH:31][CH:30]=2)[C:16]2[CH:17]=[N:18][C:19]([N:22]3[CH2:27][CH2:26][O:25][CH2:24][CH2:23]3)=[CH:20][CH:21]=2)[N:12]=[CH:11][C:10]=1C(O)=O)C1C=CC=CC=1.Cl.[CH2:41]([N:43]=C=NCCCN(C)C)[CH3:42].[OH2:52].ON1[C:58]2[CH:59]=[CH:60][CH:61]=[CH:62][C:57]=2N=N1.O.N. Product: [CH2:1]([NH:8][C:9]1[CH:14]=[C:13]([N:15]([CH2:28][C:29]2[CH:34]=[CH:33][C:32]([O:35][CH3:36])=[CH:31][CH:30]=2)[C:16]2[CH:17]=[N:18][C:19]([N:22]3[CH2:27][CH2:26][O:25][CH2:24][CH2:23]3)=[CH:20][CH:21]=2)[N:12]=[CH:11][C:10]=1[CH2:42][C:41]([NH2:43])=[O:52])[C:57]1[CH:62]=[CH:61][CH:60]=[CH:59][CH:58]=1. The catalyst class is: 46. (6) Reactant: [O:1]=[C:2]1[C:8]2=[CH:9][C:10]3[CH:11]=[CH:12][C:13]([C:16]([NH:18][C:19]4[CH:28]=[CH:27][CH:26]=[CH:25][C:20]=4[C:21]([O:23]C)=[O:22])=[O:17])=[CH:14][C:15]=3[N:7]2[CH2:6][CH2:5][CH2:4][NH:3]1.[OH-].[Na+].Cl.O. Product: [O:1]=[C:2]1[C:8]2=[CH:9][C:10]3[CH:11]=[CH:12][C:13]([C:16]([NH:18][C:19]4[CH:28]=[CH:27][CH:26]=[CH:25][C:20]=4[C:21]([OH:23])=[O:22])=[O:17])=[CH:14][C:15]=3[N:7]2[CH2:6][CH2:5][CH2:4][NH:3]1. The catalyst class is: 5. (7) Reactant: [CH3:1][C:2]([C:4]1[CH:9]=[CH:8][C:7]([Cl:10])=[CH:6][C:5]=1[Cl:11])=[O:3].Cl.[Br:13]Br. Product: [Br:13][CH2:1][C:2]([C:4]1[CH:9]=[CH:8][C:7]([Cl:10])=[CH:6][C:5]=1[Cl:11])=[O:3]. The catalyst class is: 15. (8) Reactant: F[P-](F)(F)(F)(F)F.[CH3:8][N+:9](C)=[C:10](N(C)C)ON1C2N=CC=CC=2N=N1.C(N(CC)C(C)C)(C)C.[C:34]([O:38][C:39]([NH:41][CH:42]([CH2:46][C:47]1[CH:48]=[N:49][C:50]([C:53]2[CH:58]=[CH:57][CH:56]=[C:55]([F:59])[C:54]=2[F:60])=[CH:51][CH:52]=1)[C:43](O)=[O:44])=[O:40])([CH3:37])([CH3:36])[CH3:35].CNC.O1CCCC1. Product: [F:60][C:54]1[C:55]([F:59])=[CH:56][CH:57]=[CH:58][C:53]=1[C:50]1[N:49]=[CH:48][C:47]([CH2:46][CH:42]([NH:41][C:39](=[O:40])[O:38][C:34]([CH3:36])([CH3:37])[CH3:35])[C:43]([N:9]([CH3:10])[CH3:8])=[O:44])=[CH:52][CH:51]=1. The catalyst class is: 9. (9) Reactant: [Cl:1][C:2]1[CH:13]=[CH:12][C:5]([CH2:6][CH:7]([C:10]#[N:11])[C:8]#[N:9])=[CH:4][CH:3]=1.[H-].[Na+].[H][H].[CH2:18](Br)[CH:19]=[CH2:20].Cl. Product: [CH2:20]([C:7]([CH2:6][C:5]1[CH:4]=[CH:3][C:2]([Cl:1])=[CH:13][CH:12]=1)([C:8]#[N:9])[C:10]#[N:11])[CH:19]=[CH2:18]. The catalyst class is: 9. (10) Reactant: [CH:1]([C:4]1[C:5]([O:34][CH2:35][O:36][CH3:37])=[CH:6][C:7]([O:30][CH2:31][O:32][CH3:33])=[C:8]([C:10]2[N:11]([C:16]3[CH:21]=[CH:20][C:19]([CH2:22][N:23]4[CH2:28][CH2:27][N:26]([CH3:29])[CH2:25][CH2:24]4)=[CH:18][CH:17]=3)[C:12](=[S:15])[NH:13][N:14]=2)[CH:9]=1)([CH3:3])[CH3:2].[C:38](=O)([O-])[O-].[K+].[K+].C(O)C.CI. Product: [CH:1]([C:4]1[C:5]([O:34][CH2:35][O:36][CH3:37])=[CH:6][C:7]([O:30][CH2:31][O:32][CH3:33])=[C:8]([C:10]2[N:11]([C:16]3[CH:17]=[CH:18][C:19]([CH2:22][N:23]4[CH2:28][CH2:27][N:26]([CH3:29])[CH2:25][CH2:24]4)=[CH:20][CH:21]=3)[C:12]([S:15][CH3:38])=[N:13][N:14]=2)[CH:9]=1)([CH3:3])[CH3:2]. The catalyst class is: 27.